This data is from Reaction yield outcomes from USPTO patents with 853,638 reactions. The task is: Predict the reaction yield, written as a fraction of the theoretical maximum amount of product (1.0 means a 100% yield; for example, 0.34 means a 34% yield). (1) The reactants are Br[C:2]1[CH:7]=[CH:6][C:5]([C:8]2([C:11]3[N:15]4[CH2:16][CH2:17][S:18][C:19]([CH2:22][O:23][Si:24]([C:27]([CH3:30])([CH3:29])[CH3:28])([CH3:26])[CH3:25])([CH3:21])[CH2:20][C:14]4=[N:13][N:12]=3)[CH2:10][CH2:9]2)=[CH:4][CH:3]=1.[CH3:31][O:32][C:33]1[CH:38]=[CH:37][C:36](B2OC(C)(C)C(C)(C)O2)=[CH:35][N:34]=1.C(=O)([O-])[O-].[K+].[K+].C(=O)([O-])O.[Na+]. The catalyst is C(COC)OC.O.C1C=CC([P]([Pd]([P](C2C=CC=CC=2)(C2C=CC=CC=2)C2C=CC=CC=2)([P](C2C=CC=CC=2)(C2C=CC=CC=2)C2C=CC=CC=2)[P](C2C=CC=CC=2)(C2C=CC=CC=2)C2C=CC=CC=2)(C2C=CC=CC=2)C2C=CC=CC=2)=CC=1. The product is [Si:24]([O:23][CH2:22][C:19]1([CH3:21])[S:18][CH2:17][CH2:16][N:15]2[C:11]([C:8]3([C:5]4[CH:6]=[CH:7][C:2]([C:36]5[CH:35]=[N:34][C:33]([O:32][CH3:31])=[CH:38][CH:37]=5)=[CH:3][CH:4]=4)[CH2:10][CH2:9]3)=[N:12][N:13]=[C:14]2[CH2:20]1)([C:27]([CH3:30])([CH3:29])[CH3:28])([CH3:26])[CH3:25]. The yield is 0.370. (2) The reactants are [CH3:1][O:2][C:3]1[CH:4]=[C:5]2[C:10](=[CH:11][C:12]=1[O:13][CH3:14])[N:9]=[CH:8][CH:7]=[C:6]2[O:15][C:16]1[CH:22]=[CH:21][C:19]([NH2:20])=[C:18]([CH3:23])[C:17]=1[CH3:24].C1(C)C=CC=CC=1.C(N(CC)CC)C.Cl[C:40](Cl)([O:42]C(=O)OC(Cl)(Cl)Cl)Cl.[CH3:51][O:52][C:53]1[CH:54]=[C:55]([CH:59]=[CH:60][CH:61]=1)[CH:56]([OH:58])[CH3:57]. The catalyst is C(Cl)Cl. The product is [CH3:1][O:2][C:3]1[CH:4]=[C:5]2[C:10](=[CH:11][C:12]=1[O:13][CH3:14])[N:9]=[CH:8][CH:7]=[C:6]2[O:15][C:16]1[CH:22]=[CH:21][C:19]([NH:20][C:40](=[O:42])[O:58][CH:56]([C:55]2[CH:59]=[CH:60][CH:61]=[C:53]([O:52][CH3:51])[CH:54]=2)[CH3:57])=[C:18]([CH3:23])[C:17]=1[CH3:24]. The yield is 0.700. (3) The reactants are [C:1]([O:7][C:8]([CH3:11])([CH3:10])[CH3:9])(=[O:6])[CH2:2][C:3]([CH3:5])=O.[F:12][C:13]1[CH:14]=[C:15]([CH:18]=[CH:19][CH:20]=1)[CH:16]=O.[NH4+:21].[OH-:22]. The catalyst is CCO.C(Cl)Cl. The product is [F:12][C:13]1[CH:14]=[C:15]([CH:16]2[C:2]([C:1]([O:7][C:8]([CH3:11])([CH3:10])[CH3:9])=[O:6])=[C:3]([CH3:5])[NH:21][C:3]([CH3:5])=[C:2]2[C:1]([O:7][C:8]([CH3:11])([CH3:10])[CH3:9])=[O:22])[CH:18]=[CH:19][CH:20]=1. The yield is 0.210.